From a dataset of hERG potassium channel inhibition data for cardiac toxicity prediction from Karim et al.. Regression/Classification. Given a drug SMILES string, predict its toxicity properties. Task type varies by dataset: regression for continuous values (e.g., LD50, hERG inhibition percentage) or binary classification for toxic/non-toxic outcomes (e.g., AMES mutagenicity, cardiotoxicity, hepatotoxicity). Dataset: herg_karim. (1) The molecule is CN(C)[C@@H]1CCN(c2ccc(Cl)c(Cl)c2)c2ccccc21. The result is 1 (blocker). (2) The molecule is COc1ccc(N2CCN(Cc3nc4c5cccc(OC)c5nc(N)n4n3)[C@H](C)C2)cc1. The result is 0 (non-blocker). (3) The molecule is N[C@H](C(=O)N1CCC(F)C1)[C@H]1CC[C@H](NS(=O)(=O)c2ccc(OC(F)(F)F)cc2)CC1. The result is 1 (blocker).